From a dataset of Reaction yield outcomes from USPTO patents with 853,638 reactions. Predict the reaction yield, written as a fraction of the theoretical maximum amount of product (1.0 means a 100% yield; for example, 0.34 means a 34% yield). (1) The catalyst is O. The product is [CH2:15]([N:14]([CH2:26][C:27]([O-:29])=[O:28])[CH2:3][CH2:4][N:5]([CH2:6][C:7]([O-:9])=[O:8])[CH2:10][C:11]([O-:13])=[O:12])[CH2:16][N:17]([CH2:22][C:23]([O-:25])=[O:24])[CH2:18][C:19]([O-:21])=[O:20].[Na+:2].[Na+:2].[Na+:2].[Na+:2].[Na+:2]. The reactants are [OH-].[Na+:2].[CH2:3]([N:14]([CH2:26][C:27]([OH:29])=[O:28])[CH2:15][CH2:16][N:17]([CH2:22][C:23]([OH:25])=[O:24])[CH2:18][C:19]([OH:21])=[O:20])[CH2:4][N:5]([CH2:10][C:11]([OH:13])=[O:12])[CH2:6][C:7]([OH:9])=[O:8].N(CC(O)=O)(CC(O)=O)CC(O)=O. The yield is 0.400. (2) The yield is 0.280. The reactants are [CH:1]([CH:3]1[CH2:8][CH2:7][CH2:6][N:5]([C:9]2[N:10]=[C:11]3[CH:25]=[C:24]([CH2:26][CH2:27][C:28]4[S:29][CH:30]=[C:31]([CH:33]([CH3:35])[CH3:34])[N:32]=4)[CH:23]=[CH:22][N:12]3[C:13](=[O:21])[C:14]=2/[CH:15]=[CH:16]/[C:17]([O:19][CH3:20])=[O:18])[CH2:4]1)=[O:2]. The catalyst is C(O)C.[Pd]. The product is [CH:1]([CH:3]1[CH2:8][CH2:7][CH2:6][N:5]([C:9]2[N:10]=[C:11]3[CH:25]=[C:24]([CH2:26][CH2:27][C:28]4[S:29][CH:30]=[C:31]([CH:33]([CH3:35])[CH3:34])[N:32]=4)[CH:23]=[CH:22][N:12]3[C:13](=[O:21])[C:14]=2[CH2:15][CH2:16][C:17]([O:19][CH3:20])=[O:18])[CH2:4]1)=[O:2]. (3) The reactants are [C:1]([CH2:3][C:4]([OH:6])=O)#[N:2].[NH:7]1[C:15]2[C:10](=[CH:11][CH:12]=[CH:13][CH:14]=2)[CH:9]=[CH:8]1. The catalyst is C(OC(=O)C)(=O)C. The product is [NH:7]1[C:15]2[C:10](=[CH:11][CH:12]=[CH:13][CH:14]=2)[C:9]([C:4](=[O:6])[CH2:3][C:1]#[N:2])=[CH:8]1. The yield is 0.850. (4) The reactants are [CH3:1][N:2]([C:13](=[O:38])[C:14]1[CH:19]=[C:18]([CH2:20][C:21]2[C:22](=[O:33])[C:23]([O:31][CH3:32])=[C:24]([O:29][CH3:30])[C:25](=[O:28])[C:26]=2[CH3:27])[CH:17]=[CH:16][C:15]=1[O:34]C(=O)C)[C:3]1[CH:8]=[CH:7][C:6]([C:9]([F:12])([F:11])[F:10])=[CH:5][CH:4]=1.C(=O)([O-])O.[Na+]. The catalyst is CO.O. The product is [CH3:1][N:2]([C:13](=[O:38])[C:14]1[CH:19]=[C:18]([CH2:20][C:21]2[C:22](=[O:33])[C:23]([O:31][CH3:32])=[C:24]([O:29][CH3:30])[C:25](=[O:28])[C:26]=2[CH3:27])[CH:17]=[CH:16][C:15]=1[OH:34])[C:3]1[CH:4]=[CH:5][C:6]([C:9]([F:11])([F:12])[F:10])=[CH:7][CH:8]=1. The yield is 0.590.